Dataset: Catalyst prediction with 721,799 reactions and 888 catalyst types from USPTO. Task: Predict which catalyst facilitates the given reaction. (1) Reactant: [OH:1][C:2]1[CH:15]=[CH:14][C:5]([C:6]([C:8]2[CH:13]=[CH:12][CH:11]=[CH:10][CH:9]=2)=[O:7])=[CH:4][CH:3]=1.[C:16](Cl)(=[O:20])[C:17]([CH3:19])=[CH2:18].C(N(CC)CC)C. Product: [C:16]([O:1][C:2]1[CH:3]=[CH:4][C:5]([C:6](=[O:7])[C:8]2[CH:13]=[CH:12][CH:11]=[CH:10][CH:9]=2)=[CH:14][CH:15]=1)(=[O:20])[C:17]([CH3:19])=[CH2:18]. The catalyst class is: 2. (2) Reactant: [O:1]1[CH:5]=[CH:4][CH:3]=[C:2]1[C:6]([C:8]1[S:12][CH:11]=[C:10]([CH2:13][C:14]([O:16]CC)=[O:15])[CH:9]=1)=[O:7].[OH-].[Na+]. Product: [O:1]1[CH:5]=[CH:4][CH:3]=[C:2]1[C:6]([C:8]1[S:12][CH:11]=[C:10]([CH2:13][C:14]([OH:16])=[O:15])[CH:9]=1)=[O:7]. The catalyst class is: 8. (3) Reactant: [CH3:1][C:2]1[N:3]([C:18]2[CH:23]=[CH:22][CH:21]=[C:20]([N:24]3[CH2:29][CH2:28][O:27][CH2:26][CH2:25]3)[CH:19]=2)[C:4]([C:12]2[CH:17]=[CH:16][CH:15]=[CH:14][CH:13]=2)=[C:5]([C:7]([O:9]CC)=[O:8])[N:6]=1.O.[OH-].[Li+:32].C1COCC1.C(O)C. Product: [CH3:1][C:2]1[N:3]([C:18]2[CH:23]=[CH:22][CH:21]=[C:20]([N:24]3[CH2:29][CH2:28][O:27][CH2:26][CH2:25]3)[CH:19]=2)[C:4]([C:12]2[CH:17]=[CH:16][CH:15]=[CH:14][CH:13]=2)=[C:5]([C:7]([O-:9])=[O:8])[N:6]=1.[Li+:32]. The catalyst class is: 6. (4) Reactant: S(O)(O)(=O)=O.[CH3:6][S:7][C:8](=[NH:10])[NH2:9].[CH3:6][S:7][C:8](=[NH:10])[NH2:9].C([O-])(O)=O.[Na+].[CH3:21][C:22]([O:25][C:26](O[C:26]([O:25][C:22]([CH3:24])([CH3:23])[CH3:21])=[O:27])=[O:27])([CH3:24])[CH3:23]. Product: [C:22]([O:25][C:26](=[O:27])[NH:10][C:8](=[NH:9])[S:7][CH3:6])([CH3:24])([CH3:23])[CH3:21]. The catalyst class is: 90. (5) Reactant: [CH3:1][C:2]1([CH3:33])[CH2:8][C:7](=[O:9])[CH2:6][CH2:5][C:4]([CH3:11])([CH3:10])[P:3]1[C:12]1[CH:17]=[CH:16][CH:15]=[CH:14][C:13]=1[C:18]1[C:23]([CH:24]([CH3:26])[CH3:25])=[CH:22][C:21]([CH:27]([CH3:29])[CH3:28])=[CH:20][C:19]=1[CH:30]([CH3:32])[CH3:31].B(F)(F)F.[CH3:38]COCC.C[Si](C=[N+]=[N-])(C)C. Product: [CH3:33][C:2]1([CH3:1])[CH2:8][C:7](=[O:9])[CH2:38][CH2:6][CH2:5][C:4]([CH3:11])([CH3:10])[P:3]1[C:12]1[CH:17]=[CH:16][CH:15]=[CH:14][C:13]=1[C:18]1[C:23]([CH:24]([CH3:25])[CH3:26])=[CH:22][C:21]([CH:27]([CH3:29])[CH3:28])=[CH:20][C:19]=1[CH:30]([CH3:31])[CH3:32]. The catalyst class is: 33. (6) Reactant: [C:1]([C@H:3]1[C@@H:7]([OH:8])[CH2:6][CH2:5][N:4]1[C:9](=[O:33])[C@@H:10]([NH:15]C(OCC1C2CC3C(=CC=CC=3)C=2C=CC=1)=O)[C@@H:11]([CH3:14])[CH2:12][CH3:13])#[N:2].C(NCC)C. Product: [NH2:15][C@@H:10]([C@@H:11]([CH3:14])[CH2:12][CH3:13])[C:9]([N:4]1[CH2:5][CH2:6][C@H:7]([OH:8])[C@@H:3]1[C:1]#[N:2])=[O:33]. The catalyst class is: 5. (7) Reactant: [Br:1][C:2]1[CH:33]=[CH:32][C:5]([CH2:6][C:7]2([CH3:31])[CH2:16][C:15]3[C:10](=[CH:11][C:12]([C:17]4[CH:18]=[N:19][CH:20]=[C:21]([Cl:23])[CH:22]=4)=[CH:13][CH:14]=3)[C:9]3([C:27](=[O:28])[N:26]([CH3:29])[C:25](=S)[NH:24]3)[CH2:8]2)=[CH:4][CH:3]=1.CO.C(OO)(C)(C)C.[NH4+:42].[OH-]. Product: [NH2:42][C:25]1[N:26]([CH3:29])[C:27](=[O:28])[C@:9]2([N:24]=1)[C:10]1[C:15](=[CH:14][CH:13]=[C:12]([C:17]3[CH:18]=[N:19][CH:20]=[C:21]([Cl:23])[CH:22]=3)[CH:11]=1)[CH2:16][C@@:7]([CH2:6][C:5]1[CH:32]=[CH:33][C:2]([Br:1])=[CH:3][CH:4]=1)([CH3:31])[CH2:8]2. The catalyst class is: 6. (8) Reactant: [NH:1]1[C:9]2[C:4](=[CH:5][CH:6]=[CH:7][CH:8]=2)[C:3]([N:10]2[CH2:15][CH2:14][N:13]([C:16]([O:18][C:19]([CH3:22])([CH3:21])[CH3:20])=[O:17])[CH2:12][CH2:11]2)=[N:2]1.F[C:24]1[CH:29]=[CH:28][C:27]([N+:30]([O-:32])=[O:31])=[CH:26][CH:25]=1.C([O-])([O-])=O.[Cs+].[Cs+].O. Product: [N+:30]([C:27]1[CH:28]=[CH:29][C:24]([N:1]2[C:9]3[C:4](=[CH:5][CH:6]=[CH:7][CH:8]=3)[C:3]([N:10]3[CH2:11][CH2:12][N:13]([C:16]([O:18][C:19]([CH3:22])([CH3:21])[CH3:20])=[O:17])[CH2:14][CH2:15]3)=[N:2]2)=[CH:25][CH:26]=1)([O-:32])=[O:31]. The catalyst class is: 3. (9) Reactant: [O:1]=[C:2]1[CH:11]=[CH:10][C:9]2[C:4](=[CH:5][CH:6]=[N:7][CH:8]=2)[N:3]1[CH2:12][C:13]([O:15]C)=[O:14].[OH-].[Na+]. Product: [O:1]=[C:2]1[CH:11]=[CH:10][C:9]2[C:4](=[CH:5][CH:6]=[N:7][CH:8]=2)[N:3]1[CH2:12][C:13]([OH:15])=[O:14]. The catalyst class is: 56. (10) The catalyst class is: 6. Reactant: C([O:3][C:4]([C:6]1[CH:7]([C:21]([F:24])([F:23])[F:22])[O:8][C:9]2[C:14]([CH:15]=1)=[CH:13][C:12]([Cl:16])=[CH:11][C:10]=2[C:17]#[C:18][CH2:19][CH3:20])=[O:5])C.C1COCC1.CCO.O.O[Li].O.Cl. Product: [C:17]([C:10]1[CH:11]=[C:12]([Cl:16])[CH:13]=[C:14]2[C:9]=1[O:8][CH:7]([C:21]([F:22])([F:23])[F:24])[C:6]([C:4]([OH:5])=[O:3])=[CH:15]2)#[C:18][CH2:19][CH3:20].